From a dataset of Peptide-MHC class II binding affinity with 134,281 pairs from IEDB. Regression. Given a peptide amino acid sequence and an MHC pseudo amino acid sequence, predict their binding affinity value. This is MHC class II binding data. (1) The binding affinity (normalized) is 0.105. The peptide sequence is FPKEVWEQIFSTWLL. The MHC is DRB1_1302 with pseudo-sequence DRB1_1302. (2) The peptide sequence is FRAAMATTANVPPAD. The MHC is HLA-DQA10101-DQB10501 with pseudo-sequence HLA-DQA10101-DQB10501. The binding affinity (normalized) is 0.